This data is from Full USPTO retrosynthesis dataset with 1.9M reactions from patents (1976-2016). The task is: Predict the reactants needed to synthesize the given product. The reactants are: CO/[N:3]=[C:4]1\[CH:5]([CH2:17][O:18][CH3:19])[CH2:6][N:7]([C:10]([O:12][C:13]([CH3:16])([CH3:15])[CH3:14])=[O:11])[CH2:8][CH2:9]\1. Given the product [NH2:3][CH:4]1[CH2:9][CH2:8][N:7]([C:10]([O:12][C:13]([CH3:14])([CH3:15])[CH3:16])=[O:11])[CH2:6][CH:5]1[CH2:17][O:18][CH3:19], predict the reactants needed to synthesize it.